This data is from NCI-60 drug combinations with 297,098 pairs across 59 cell lines. The task is: Regression. Given two drug SMILES strings and cell line genomic features, predict the synergy score measuring deviation from expected non-interaction effect. Drug 1: C1=NC(=NC(=O)N1C2C(C(C(O2)CO)O)O)N. Drug 2: C1CN1C2=NC(=NC(=N2)N3CC3)N4CC4. Cell line: MOLT-4. Synergy scores: CSS=71.9, Synergy_ZIP=-1.58, Synergy_Bliss=0.213, Synergy_Loewe=-14.9, Synergy_HSA=1.64.